Dataset: Forward reaction prediction with 1.9M reactions from USPTO patents (1976-2016). Task: Predict the product of the given reaction. (1) Given the reactants [Cl:1][C:2]1[CH:10]=[C:9]([F:11])[CH:8]=[CH:7][C:3]=1[C:4]([OH:6])=[O:5].[F:12][C:13]([F:20])([F:19])[C:14]([NH:16][CH2:17]O)=[O:15], predict the reaction product. The product is: [F:12][C:13]([F:20])([F:19])[C:14]([NH:16][CH2:17][C:8]1[C:9]([F:11])=[CH:10][C:2]([Cl:1])=[C:3]([CH:7]=1)[C:4]([OH:6])=[O:5])=[O:15]. (2) Given the reactants Br[C:2]1[CH:7]=[CH:6][C:5]([Cl:8])=[CH:4][C:3]=1[C:9]1[CH:14]=[C:13]([O:15][CH3:16])[N:12]=[CH:11][N:10]=1.C[Si](C)(C)[C:19](=[O:21])[CH3:20], predict the reaction product. The product is: [Cl:8][C:5]1[CH:6]=[CH:7][C:2]([C:19](=[O:21])[CH3:20])=[C:3]([C:9]2[CH:14]=[C:13]([O:15][CH3:16])[N:12]=[CH:11][N:10]=2)[CH:4]=1.